Dataset: Forward reaction prediction with 1.9M reactions from USPTO patents (1976-2016). Task: Predict the product of the given reaction. (1) Given the reactants [Cl:1][C:2]1[CH:7]=[CH:6][C:5]([C:8]2[O:12][N:11]=[C:10]([C:13]3[CH:22]=[CH:21][C:16]([C:17]([O:19]C)=[O:18])=[CH:15][CH:14]=3)[CH:9]=2)=[CH:4][CH:3]=1.[OH-].[Na+].O1CCCC1.Cl, predict the reaction product. The product is: [Cl:1][C:2]1[CH:3]=[CH:4][C:5]([C:8]2[O:12][N:11]=[C:10]([C:13]3[CH:22]=[CH:21][C:16]([C:17]([OH:19])=[O:18])=[CH:15][CH:14]=3)[CH:9]=2)=[CH:6][CH:7]=1. (2) The product is: [C:57]([O:61][C:62]([N:64]1[CH2:68][CH2:67][CH2:66][CH:65]1[C:69]1[N:70]([CH2:75][O:76][CH2:77][CH2:78][Si:79]([CH3:82])([CH3:81])[CH3:80])[CH:71]=[C:72]([N:44]2[CH:49]=[CH:50][C:125]([C:119]3[CH:124]=[CH:123][C:122]([C:15]4[N:14]([CH2:31][O:32][CH2:33][CH2:34][Si:35]([CH3:36])([CH3:37])[CH3:38])[C:13]([CH:9]5[CH2:10][CH2:11][CH2:12][N:8]5[C:6](=[O:7])[NH:96][C:97]([CH3:100])([CH3:115])[CH3:98])=[N:17][CH:16]=4)=[CH:121][CH:120]=3)=[CH:54][C:53]2=[O:39])[N:73]=1)=[O:63])([CH3:60])([CH3:59])[CH3:58]. Given the reactants C(O[C:6]([N:8]1[CH2:12][CH2:11][CH2:10][CH:9]1[C:13]1[N:14]([CH2:31][O:32][CH2:33][CH2:34][Si:35]([CH3:38])([CH3:37])[CH3:36])[C:15](C2C=CC(C3C=CNC(=O)C=3)=CC=2)=[CH:16][N:17]=1)=[O:7])(C)(C)C.[OH-:39].C([N+:44]([CH2:53][CH2:54]CC)([CH2:49][CH2:50]CC)CCCC)CCC.[C:57]([O:61][C:62]([N:64]1[CH2:68][CH2:67][CH2:66][CH:65]1[C:69]1[N:70]([CH2:75][O:76][CH2:77][CH2:78][Si:79]([CH3:82])([CH3:81])[CH3:80])[CH:71]=[C:72](Br)[N:73]=1)=[O:63])([CH3:60])([CH3:59])[CH3:58].C(OC(N1CCCC1C1[NH:96][C:97]([C:100]2C=CC(B3OC(C)(C)C(C)(C)O3)=CC=2)=[CH:98]N=1)=O)(C)(C)C.[CH3:115]Cl.[H-].[Na+].[C:119]1([CH3:125])[CH:124]=[CH:123][CH:122]=[CH:121][CH:120]=1, predict the reaction product. (3) Given the reactants CS[C:3](=[C:6]([C:9]#[N:10])[C:7]#[N:8])SC.OCC[N:14]([CH2:18][CH2:19][OH:20])[CH2:15][CH2:16][NH2:17].[CH:21]([O:24]C(C)C)(C)[CH3:22], predict the reaction product. The product is: [OH:20][CH2:19][CH2:18][N:14]1[CH2:15][CH2:16][N:17]([CH2:22][CH2:21][OH:24])[C:3]1=[C:6]([C:9]#[N:10])[C:7]#[N:8]. (4) Given the reactants [N:1]1([CH2:8][CH2:9][OH:10])[CH2:7][CH2:6][CH2:5][CH2:4][CH2:3][CH2:2]1.[Cl:11][C:12]1[CH:13]=[C:14]([CH:27]=[CH:28][C:29]=1[O:30][CH2:31][C:32]1[CH:37]=[CH:36][CH:35]=[CH:34][N:33]=1)[NH:15][C:16]1C2C(=CC=CC=2F)N=[CH:18][N:17]=1, predict the reaction product. The product is: [Cl:11][C:12]1[CH:13]=[C:14]([CH:27]=[CH:28][C:29]=1[O:30][CH2:31][C:32]1[CH:37]=[CH:36][CH:35]=[CH:34][N:33]=1)[NH:15][C:16]1[N:17]=[CH:18][C:27]2[C:14](=[CH:13][CH:12]=[CH:29][C:28]=2[O:10][CH2:9][CH2:8][N:1]2[CH2:7][CH2:6][CH2:5][CH2:4][CH2:3][CH2:2]2)[N:15]=1. (5) Given the reactants [F:1][C:2]1[CH:10]=[CH:9][CH:8]=[C:7]([F:11])[C:3]=1[C:4]([OH:6])=O.C(N1C=CN=C1)(N1C=CN=C1)=O.[Cl-].[Mg+2].[Cl-].[C:27]([O:33][CH2:34][CH3:35])(=[O:32])[CH2:28]C([O-])=O.[K+].Cl, predict the reaction product. The product is: [F:11][C:7]1[CH:8]=[CH:9][CH:10]=[C:2]([F:1])[C:3]=1[C:4](=[O:6])[CH2:28][C:27]([O:33][CH2:34][CH3:35])=[O:32].